From a dataset of Full USPTO retrosynthesis dataset with 1.9M reactions from patents (1976-2016). Predict the reactants needed to synthesize the given product. (1) Given the product [CH2:9]([O:16][CH2:17][CH:18]([CH3:19])[O:20][Si:1]([C:4]([CH3:7])([CH3:6])[CH3:5])([CH3:3])[CH3:2])[C:10]1[CH:15]=[CH:14][CH:13]=[CH:12][CH:11]=1, predict the reactants needed to synthesize it. The reactants are: [Si:1](Cl)([C:4]([CH3:7])([CH3:6])[CH3:5])([CH3:3])[CH3:2].[CH2:9]([O:16][CH2:17][CH:18]([OH:20])[CH3:19])[C:10]1[CH:15]=[CH:14][CH:13]=[CH:12][CH:11]=1.N1C=CN=C1. (2) Given the product [F:1][C:2]1[C:13]([CH3:14])=[CH:12][CH:11]=[CH:10][C:3]=1[C:4](=[O:5])[CH3:15], predict the reactants needed to synthesize it. The reactants are: [F:1][C:2]1[C:13]([CH3:14])=[CH:12][CH:11]=[CH:10][C:3]=1[C:4](N(OC)C)=[O:5].[CH3:15][Mg]Br. (3) The reactants are: [C:1]([O:7][CH2:8][CH3:9])(=[O:6])[CH2:2][C:3]([CH3:5])=O.[Cl:10][C:11]1[C:18]([Cl:19])=[CH:17][CH:16]=[CH:15][C:12]=1[CH:13]=O.[NH4+:20].[OH-:21]. Given the product [Cl:10][C:11]1[C:18]([Cl:19])=[CH:17][CH:16]=[CH:15][C:12]=1[CH:13]1[C:2]([C:1]([O:7][CH2:8][CH3:9])=[O:6])=[C:3]([CH3:5])[NH:20][C:3]([CH3:5])=[C:2]1[C:1]([O:7][CH2:8][CH3:9])=[O:21], predict the reactants needed to synthesize it.